Dataset: Forward reaction prediction with 1.9M reactions from USPTO patents (1976-2016). Task: Predict the product of the given reaction. (1) Given the reactants [C:1]1([S:7]([OH:10])(=[O:9])=[O:8])[CH:6]=[CH:5][CH:4]=[CH:3][CH:2]=1.O.[Cl:12][C:13]1[CH:14]=[C:15]([CH:38]=[CH:39][C:40]=1[Cl:41])[CH2:16][N:17]1[CH2:22][CH2:21][O:20][C@@H:19]([CH2:23][NH:24][C:25]([NH:27][CH2:28][C:29]2[CH:37]=[CH:36][C:32]([C:33]([NH2:35])=[O:34])=[CH:31][CH:30]=2)=[O:26])[CH2:18]1, predict the reaction product. The product is: [OH2:8].[OH2:20].[C:1]1([S:7]([OH:10])(=[O:9])=[O:8])[CH:6]=[CH:5][CH:4]=[CH:3][CH:2]=1.[Cl:12][C:13]1[CH:14]=[C:15]([CH:38]=[CH:39][C:40]=1[Cl:41])[CH2:16][N:17]1[CH2:22][CH2:21][O:20][C@@H:19]([CH2:23][NH:24][C:25]([NH:27][CH2:28][C:29]2[CH:37]=[CH:36][C:32]([C:33]([NH2:35])=[O:34])=[CH:31][CH:30]=2)=[O:26])[CH2:18]1. (2) Given the reactants [N:1]1[C:6]2[NH:7][CH:8]=[CH:9][C:5]=2[C:4]([C:10]2[CH:11]=[N:12][N:13]([C:15]3([CH2:38][C:39]#[N:40])[CH2:18][N:17]([CH:19]4[CH2:24][CH2:23][N:22]([C:25](=[O:37])[C:26]5[CH:31]=[CH:30][N:29]=[C:28]([C:32]([F:35])([F:34])[F:33])[C:27]=5[F:36])[CH2:21][CH2:20]4)[CH2:16]3)[CH:14]=2)=[N:3][CH:2]=1.[C:41]([OH:50])(=[O:49])[CH2:42][CH2:43][CH2:44][CH2:45][C:46]([OH:48])=[O:47].C(C(C)=O)C(C)C, predict the reaction product. The product is: [C:41]([OH:50])(=[O:49])[CH2:42][CH2:43][CH2:44][CH2:45][C:46]([OH:48])=[O:47].[N:1]1[C:6]2[NH:7][CH:8]=[CH:9][C:5]=2[C:4]([C:10]2[CH:11]=[N:12][N:13]([C:15]3([CH2:38][C:39]#[N:40])[CH2:18][N:17]([CH:19]4[CH2:20][CH2:21][N:22]([C:25](=[O:37])[C:26]5[CH:31]=[CH:30][N:29]=[C:28]([C:32]([F:35])([F:33])[F:34])[C:27]=5[F:36])[CH2:23][CH2:24]4)[CH2:16]3)[CH:14]=2)=[N:3][CH:2]=1. (3) Given the reactants [N+:1]([C:4]1[CH:9]=[CH:8][C:7]([O:10][CH2:11][C:12]2[CH:17]=[CH:16][C:15]([F:18])=[CH:14][CH:13]=2)=[CH:6][CH:5]=1)([O-])=O.[H][H], predict the reaction product. The product is: [F:18][C:15]1[CH:16]=[CH:17][C:12]([CH2:11][O:10][C:7]2[CH:8]=[CH:9][C:4]([NH2:1])=[CH:5][CH:6]=2)=[CH:13][CH:14]=1.